Dataset: Forward reaction prediction with 1.9M reactions from USPTO patents (1976-2016). Task: Predict the product of the given reaction. (1) Given the reactants [Cl:1][C:2]1[CH:10]=[C:6]([C:7]([OH:9])=O)[C:5]([OH:11])=[CH:4][CH:3]=1.[N+:12]([C:15]1[CH:21]=[CH:20][C:19]([C:22]([F:25])([F:24])[F:23])=[CH:18][C:16]=1[NH2:17])([O-:14])=[O:13], predict the reaction product. The product is: [Cl:1][C:2]1[CH:3]=[CH:4][C:5]([OH:11])=[C:6]([CH:10]=1)[C:7]([NH:17][C:16]1[CH:18]=[C:19]([C:22]([F:25])([F:24])[F:23])[CH:20]=[CH:21][C:15]=1[N+:12]([O-:14])=[O:13])=[O:9]. (2) Given the reactants [CH3:1][O:2][C:3]1[CH:31]=[CH:30][C:6]([CH2:7][NH:8][C:9]2[C:10](=[O:29])[N:11]([CH3:28])[N:12]=[C:13]([O:15][CH2:16][C@H:17]3[CH2:19][C@@H:18]3[C:20]3[CH:25]=[CH:24][C:23]([O:26][CH3:27])=[CH:22][N:21]=3)[CH:14]=2)=[CH:5][CH:4]=1.[H-].[Na+].Br[CH2:35][C:36]#[CH:37], predict the reaction product. The product is: [CH3:1][O:2][C:3]1[CH:4]=[CH:5][C:6]([CH2:7][N:8]([CH2:37][C:36]#[CH:35])[C:9]2[C:10](=[O:29])[N:11]([CH3:28])[N:12]=[C:13]([O:15][CH2:16][C@H:17]3[CH2:19][C@@H:18]3[C:20]3[CH:25]=[CH:24][C:23]([O:26][CH3:27])=[CH:22][N:21]=3)[CH:14]=2)=[CH:30][CH:31]=1. (3) The product is: [CH2:19]([N:17]1[CH:18]=[C:14]([C:9]2[CH:8]=[C:7]([O:24][CH2:25][CH2:26][C@@H:27]3[NH:41][C:40](=[O:42])[N:39]([CH3:43])[CH2:38][CH2:37][CH2:36][CH2:35][CH:34]=[CH:33][C@H:32]4[C@@:30]([C:44]([OH:46])=[O:45])([CH2:31]4)[NH:29][C:28]3=[O:49])[C:6]3[C:11](=[C:12]([CH3:13])[C:3]([O:2][CH3:1])=[CH:4][CH:5]=3)[N:10]=2)[CH:15]=[N:16]1)[CH2:20][CH:21]([CH3:22])[CH3:23]. Given the reactants [CH3:1][O:2][C:3]1[C:12]([CH3:13])=[C:11]2[C:6]([C:7]([O:24][CH2:25][CH2:26][C@@H:27]3[NH:41][C:40](=[O:42])[N:39]([CH3:43])[CH2:38][CH2:37][CH2:36][CH2:35][CH:34]=[CH:33][C@H:32]4[C@@:30]([C:44]([O:46]CC)=[O:45])([CH2:31]4)[NH:29][C:28]3=[O:49])=[CH:8][C:9]([C:14]3[CH:15]=[N:16][N:17]([CH2:19][CH2:20][CH:21]([CH3:23])[CH3:22])[CH:18]=3)=[N:10]2)=[CH:5][CH:4]=1.C(C1N=C(C2C=C(OCC[C@@H]3NC(=O)N(C)CCCCC=C[C@H]4[C@@](C(O)=O)(C4)NC3=O)C3C(=C(C)C(OC)=CC=3)N=2)SC=1)(C)C, predict the reaction product. (4) The product is: [CH3:1][O:2][CH2:3][CH:4]1[NH:5][CH2:6][CH:7]([C:8]([O:10][CH3:11])=[O:9])[CH2:12][CH2:13]1. Given the reactants [CH3:1][O:2][CH2:3][C:4]1[CH:13]=[CH:12][C:7]([C:8]([O:10][CH3:11])=[O:9])=[CH:6][N:5]=1, predict the reaction product. (5) Given the reactants [Cl:1][C:2]1[CH:8]=[CH:7][C:6]([CH:9]2[CH2:11][CH2:10]2)=[C:5]([F:12])[C:3]=1[NH2:4].[Br:13]N1C(=O)CCC1=O, predict the reaction product. The product is: [Cl:1][C:2]1[CH:8]=[C:7]([Br:13])[C:6]([CH:9]2[CH2:10][CH2:11]2)=[C:5]([F:12])[C:3]=1[NH2:4]. (6) Given the reactants [C:1]([NH:14][C@H:15]([C:21]([OH:23])=O)[CH2:16][CH2:17][C:18](=[O:20])[NH2:19])(=[O:13])[CH2:2][CH2:3][CH2:4][CH2:5][CH2:6][CH2:7][CH2:8][CH2:9][CH2:10][CH2:11][CH3:12].ON1C2C=CC=CC=2N=N1.C(N=C=NC(C)C)(C)C, predict the reaction product. The product is: [C:1]([NH:14][CH:15]1[CH2:16][CH2:17][C:18](=[O:20])[NH:19][C:21]1=[O:23])(=[O:13])[CH2:2][CH2:3][CH2:4][CH2:5][CH2:6][CH2:7][CH2:8][CH2:9][CH2:10][CH2:11][CH3:12]. (7) Given the reactants [N:1]([CH2:4][CH:5]1[CH2:10][CH:9]([O:11][Si:12]([C:15]([CH3:18])([CH3:17])[CH3:16])([CH3:14])[CH3:13])[CH2:8][N:7]([C:19]([O:21][C:22]([CH3:25])([CH3:24])[CH3:23])=[O:20])[CH2:6]1)=[N+]=[N-], predict the reaction product. The product is: [NH2:1][CH2:4][CH:5]1[CH2:10][CH:9]([O:11][Si:12]([C:15]([CH3:18])([CH3:17])[CH3:16])([CH3:14])[CH3:13])[CH2:8][N:7]([C:19]([O:21][C:22]([CH3:25])([CH3:24])[CH3:23])=[O:20])[CH2:6]1. (8) Given the reactants Cl.CN(C)[CH2:4][CH2:5][CH2:6][N:7]=[C:8]=NCC.[OH2:13].ON1C2C=CC=[CH:23][C:18]=2N=N1.[NH:24]1[CH2:29][CH2:28][CH2:27][CH2:26][CH:25]1[C:30]([O:32][CH2:33][CH3:34])=[O:31].[Br:35]C1C=NC=C(C=1)C(O)=O, predict the reaction product. The product is: [Br:35][C:8]1[N:7]=[CH:6][CH:5]=[CH:4][C:23]=1[C:18]([N:24]1[CH2:29][CH2:28][CH2:27][CH2:26][CH:25]1[C:30]([O:32][CH2:33][CH3:34])=[O:31])=[O:13]. (9) Given the reactants [F:1][C:2]([F:20])([F:19])[C:3]1[CH:8]=[CH:7][C:6]([C:9]2[CH:14]=[CH:13][C:12]([CH2:15][C:16]([OH:18])=O)=[CH:11][CH:10]=2)=[CH:5][CH:4]=1.N1(C([N:28]2[CH:32]=CC=N2)=O)C=CN=C1.C(N(CC)CC)C.[C:40](OCC)(=[O:42])C.CCCCCC, predict the reaction product. The product is: [CH3:40][O:42][N:28]([CH3:32])[C:16](=[O:18])[CH2:15][C:12]1[CH:13]=[CH:14][C:9]([C:6]2[CH:7]=[CH:8][C:3]([C:2]([F:19])([F:1])[F:20])=[CH:4][CH:5]=2)=[CH:10][CH:11]=1.